From a dataset of Catalyst prediction with 721,799 reactions and 888 catalyst types from USPTO. Predict which catalyst facilitates the given reaction. Reactant: [Br:1][C:2]1[CH:13]=[CH:12][C:5]([C:6](N(OC)C)=[O:7])=[CH:4][CH:3]=1.[S:14]1[CH:18]=[CH:17][CH:16]=[C:15]1[Li].[Cl-].[NH4+]. Product: [Br:1][C:2]1[CH:13]=[CH:12][C:5]([C:6]([C:15]2[S:14][CH:18]=[CH:17][CH:16]=2)=[O:7])=[CH:4][CH:3]=1. The catalyst class is: 1.